Task: Predict the reactants needed to synthesize the given product.. Dataset: Full USPTO retrosynthesis dataset with 1.9M reactions from patents (1976-2016) (1) Given the product [CH2:23]([O:22][C:20]([N:10]1[C:11]2[C:16](=[CH:15][CH:14]=[C:13]([Cl:17])[CH:12]=2)/[C:8](=[CH:1]/[C:2]2[CH:7]=[CH:6][CH:5]=[CH:4][CH:3]=2)/[C:9]1=[O:18])=[O:21])[CH3:24], predict the reactants needed to synthesize it. The reactants are: [CH:1](=[C:8]1/[C:9](=[O:18])[NH:10][C:11]2[C:16]/1=[CH:15][CH:14]=[C:13]([Cl:17])[CH:12]=2)/[C:2]1[CH:7]=[CH:6][CH:5]=[CH:4][CH:3]=1.Cl[C:20]([O:22][CH2:23][CH3:24])=[O:21].C(N(CC)CC)C. (2) Given the product [Br:3][C:4]1[CH:5]=[N:6][N:7]([CH3:17])[C:8]=1[C:9]1[CH:14]=[CH:13][C:12]([CH3:15])=[CH:11][C:10]=1[Cl:16], predict the reactants needed to synthesize it. The reactants are: [H-].[Na+].[Br:3][C:4]1[CH:5]=[N:6][NH:7][C:8]=1[C:9]1[CH:14]=[CH:13][C:12]([CH3:15])=[CH:11][C:10]=1[Cl:16].[CH3:17]I. (3) Given the product [Br:25][C:23]1[CH:22]=[C:4]([CH:3]=[C:2]([Br:1])[CH:24]=1)[CH2:5][C:6]1([C:18]([O:20][CH3:21])=[O:19])[CH2:10][CH2:9][CH2:8][NH:7]1, predict the reactants needed to synthesize it. The reactants are: [Br:1][C:2]1[CH:3]=[C:4]([CH:22]=[C:23]([Br:25])[CH:24]=1)[CH2:5][C:6]1([C:18]([O:20][CH3:21])=[O:19])[CH2:10][CH2:9][CH2:8][N:7]1C(OC(C)(C)C)=O.CO.Cl. (4) The reactants are: [Br:1][C:2]1[CH:7]=[CH:6][C:5]([CH:8](Cl)[N:9]=[C:10]=[O:11])=[CH:4][CH:3]=1.[F:13][C:14]([F:30])([F:29])[C:15]1[CH:16]=[C:17]([NH:21][C:22]2[CH2:27][CH2:26][CH2:25][C:24](=[O:28])[CH:23]=2)[CH:18]=[CH:19][CH:20]=1. Given the product [Br:1][C:2]1[CH:7]=[CH:6][C:5]([CH:8]2[C:23]3[C:24](=[O:28])[CH2:25][CH2:26][CH2:27][C:22]=3[N:21]([C:17]3[CH:18]=[CH:19][CH:20]=[C:15]([C:14]([F:13])([F:29])[F:30])[CH:16]=3)[C:10](=[O:11])[NH:9]2)=[CH:4][CH:3]=1, predict the reactants needed to synthesize it.